The task is: Regression/Classification. Given a drug SMILES string, predict its absorption, distribution, metabolism, or excretion properties. Task type varies by dataset: regression for continuous measurements (e.g., permeability, clearance, half-life) or binary classification for categorical outcomes (e.g., BBB penetration, CYP inhibition). Dataset: cyp2d6_substrate_carbonmangels.. This data is from CYP2D6 substrate classification data from Carbon-Mangels et al.. The drug is CN1C(=O)CN=C(c2ccccc2F)c2cc([N+](=O)[O-])ccc21. The result is 0 (non-substrate).